From a dataset of NCI-60 drug combinations with 297,098 pairs across 59 cell lines. Regression. Given two drug SMILES strings and cell line genomic features, predict the synergy score measuring deviation from expected non-interaction effect. Drug 1: C1C(C(OC1N2C=C(C(=O)NC2=O)F)CO)O. Drug 2: CCC1(C2=C(COC1=O)C(=O)N3CC4=CC5=C(C=CC(=C5CN(C)C)O)N=C4C3=C2)O.Cl. Cell line: SK-MEL-28. Synergy scores: CSS=36.6, Synergy_ZIP=-13.6, Synergy_Bliss=-7.22, Synergy_Loewe=-5.27, Synergy_HSA=-2.48.